This data is from Full USPTO retrosynthesis dataset with 1.9M reactions from patents (1976-2016). The task is: Predict the reactants needed to synthesize the given product. (1) Given the product [CH3:19][O:18][C:16](=[O:17])[CH:15]=[CH:4][C:3]1[CH:6]=[CH:7][C:8]([CH3:10])=[CH:9][C:2]=1[CH3:1], predict the reactants needed to synthesize it. The reactants are: [CH3:1][C:2]1[CH:9]=[C:8]([CH3:10])[CH:7]=[CH:6][C:3]=1[CH:4]=O.[H-].[Na+].C([C:15](CC)(P(O)(O)=O)[C:16]([O:18][CH3:19])=[O:17])C. (2) Given the product [CH2:1]([S:3]([C:6]1[CH:13]=[CH:12][C:9]([CH2:10][OH:11])=[CH:8][CH:7]=1)(=[O:5])=[O:4])[CH3:2], predict the reactants needed to synthesize it. The reactants are: [CH2:1]([S:3]([C:6]1[CH:13]=[CH:12][C:9]([CH:10]=[O:11])=[CH:8][CH:7]=1)(=[O:5])=[O:4])[CH3:2].[BH4-].[BH4-].[BH4-].[BH4-].[Na+].[Na+].[Na+].[Na+].